This data is from Reaction yield outcomes from USPTO patents with 853,638 reactions. The task is: Predict the reaction yield, written as a fraction of the theoretical maximum amount of product (1.0 means a 100% yield; for example, 0.34 means a 34% yield). (1) The catalyst is CS(C)=O. The yield is 0.900. The product is [CH2:1]([NH:3][C:4]1[CH:11]=[C:10]([N:12]2[C:16]3=[N:17][CH:18]=[CH:19][C:20]([N:21]4[CH:25]=[C:24]([C:26]5[CH:27]=[N:28][N:29]([CH3:31])[CH:30]=5)[N:23]=[CH:22]4)=[C:15]3[C:14]([CH:32]([CH3:33])[CH3:34])=[N:13]2)[CH:9]=[CH:8][C:5]=1[C:6]([NH2:7])=[O:35])[CH3:2]. The reactants are [CH2:1]([NH:3][C:4]1[CH:11]=[C:10]([N:12]2[C:16]3=[N:17][CH:18]=[CH:19][C:20]([N:21]4[CH:25]=[C:24]([C:26]5[CH:27]=[N:28][N:29]([CH3:31])[CH:30]=5)[N:23]=[CH:22]4)=[C:15]3[C:14]([CH:32]([CH3:34])[CH3:33])=[N:13]2)[CH:9]=[CH:8][C:5]=1[C:6]#[N:7])[CH3:2].[OH:35]O.[OH-].[Na+].O. (2) The reactants are [Cl:1][C:2]1[CH:3]=[C:4]([CH:8]=[CH:9][N:10]=1)[C:5]([OH:7])=[O:6].S(Cl)(Cl)=O.[CH3:15]O. No catalyst specified. The product is [Cl:1][C:2]1[CH:3]=[C:4]([C:5]([O:7][CH3:15])=[O:6])[CH:8]=[CH:9][N:10]=1. The yield is 0.910.